This data is from Forward reaction prediction with 1.9M reactions from USPTO patents (1976-2016). The task is: Predict the product of the given reaction. Given the reactants [N:1]1[CH:2]=[CH:3][N:4]2[CH:9]=[CH:8][C:7]([NH:10][C:11]3[C:12](=[O:21])[N:13]([CH3:20])[CH:14]=[C:15](B(O)O)[N:16]=3)=[CH:6][C:5]=12.Cl[C:23]1[CH:28]=[CH:27][N:26]=[C:25]([N:29]2[CH2:40][CH2:39][N:38]3[C:31](=[CH:32][C:33]4[CH2:34][C:35]([CH3:42])([CH3:41])[CH2:36][C:37]=43)[C:30]2=[O:43])[C:24]=1[CH:44]=[O:45].C([O-])(=O)C.[K+].C(#N)C, predict the reaction product. The product is: [CH3:41][C:35]1([CH3:42])[CH2:34][C:33]2[CH:32]=[C:31]3[N:38]([CH2:39][CH2:40][N:29]([C:25]4[C:24]([CH:44]=[O:45])=[C:23]([C:15]5[N:16]=[C:11]([NH:10][C:7]6[CH:8]=[CH:9][N:4]7[CH:3]=[CH:2][N:1]=[C:5]7[CH:6]=6)[C:12](=[O:21])[N:13]([CH3:20])[CH:14]=5)[CH:28]=[CH:27][N:26]=4)[C:30]3=[O:43])[C:37]=2[CH2:36]1.